From a dataset of Full USPTO retrosynthesis dataset with 1.9M reactions from patents (1976-2016). Predict the reactants needed to synthesize the given product. (1) Given the product [CH2:11]([O:18][C:19]([NH:21][CH:22]([CH2:38][CH:39]([CH3:41])[CH3:40])[CH2:23][N:24]1[CH2:28][C:27](=[O:29])[CH:26]([S:30][CH2:31][C:32]2[CH:37]=[CH:36][CH:35]=[CH:34][CH:33]=2)[CH2:25]1)=[O:20])[C:12]1[CH:17]=[CH:16][CH:15]=[CH:14][CH:13]=1, predict the reactants needed to synthesize it. The reactants are: C(Cl)(=O)C(Cl)=O.CS(C)=O.[CH2:11]([O:18][C:19]([NH:21][CH:22]([CH2:38][CH:39]([CH3:41])[CH3:40])[CH2:23][N:24]1[CH2:28][CH:27]([OH:29])[CH:26]([S:30][CH2:31][C:32]2[CH:37]=[CH:36][CH:35]=[CH:34][CH:33]=2)[CH2:25]1)=[O:20])[C:12]1[CH:17]=[CH:16][CH:15]=[CH:14][CH:13]=1.C(N(CC)CC)C. (2) Given the product [CH2:1]([O:8][CH2:9][CH2:10][N:11]1[CH2:16][CH2:15][N:14]([C:17]2[CH:26]=[CH:25][C:20]([C:21]([O:23][CH3:24])=[O:22])=[CH:19][C:18]=2/[CH:29]=[CH:30]\[CH3:31])[CH2:13][CH2:12]1)[C:2]1[CH:7]=[CH:6][CH:5]=[CH:4][CH:3]=1, predict the reactants needed to synthesize it. The reactants are: [CH2:1]([O:8][CH2:9][CH2:10][N:11]1[CH2:16][CH2:15][N:14]([C:17]2[CH:26]=[CH:25][C:20]([C:21]([O:23][CH3:24])=[O:22])=[CH:19][C:18]=2Br)[CH2:13][CH2:12]1)[C:2]1[CH:7]=[CH:6][CH:5]=[CH:4][CH:3]=1.O.[CH:29](/B(O)O)=[CH:30]/[CH3:31].C(=O)([O-])[O-].[Na+].[Na+]. (3) Given the product [CH3:1][NH:2][C:9]1[CH:14]=[CH:13][CH:12]=[C:11]([C:15]2[CH2:19][C:18]([C:24]3[CH:25]=[C:26]([Cl:31])[CH:27]=[C:28]([Cl:30])[CH:29]=3)([C:20]([F:23])([F:21])[F:22])[O:17][N:16]=2)[CH:10]=1, predict the reactants needed to synthesize it. The reactants are: [CH3:1][N:2]([C:9]1[CH:14]=[CH:13][CH:12]=[C:11]([C:15]2[CH2:19][C:18]([C:24]3[CH:29]=[C:28]([Cl:30])[CH:27]=[C:26]([Cl:31])[CH:25]=3)([C:20]([F:23])([F:22])[F:21])[O:17][N:16]=2)[CH:10]=1)C(=O)C(F)(F)F.C(=O)([O-])[O-].[Na+].[Na+].O.C(OCC)(=O)C. (4) Given the product [OH:13][CH2:14][CH2:15][CH:11]1[NH:10][C:8](=[O:9])[N:7]([CH2:6][C:5]2[CH:17]=[CH:18][C:2]([CH3:1])=[CH:3][CH:4]=2)[C:12]1=[O:16], predict the reactants needed to synthesize it. The reactants are: [CH3:1][C:2]1[CH:18]=[CH:17][C:5]([CH2:6][NH:7][C:8]([NH:10][CH:11]2[CH2:15][CH2:14][O:13][C:12]2=[O:16])=[O:9])=[CH:4][CH:3]=1.C[O-].[Na+].C(Cl)Cl.Cl. (5) Given the product [Cl:19][C:20]1[CH:25]=[CH:24][C:23]([C:2]2[C:10]3[C:5](=[CH:6][CH:7]=[C:8]([C:11]#[N:12])[CH:9]=3)[N:4]([CH:13]3[CH2:18][CH2:17][CH2:16][CH2:15][O:14]3)[N:3]=2)=[CH:22][CH:21]=1, predict the reactants needed to synthesize it. The reactants are: Br[C:2]1[C:10]2[C:5](=[CH:6][CH:7]=[C:8]([C:11]#[N:12])[CH:9]=2)[N:4]([CH:13]2[CH2:18][CH2:17][CH2:16][CH2:15][O:14]2)[N:3]=1.[Cl:19][C:20]1[CH:25]=[CH:24][C:23](B(O)O)=[CH:22][CH:21]=1.ClCCl.P([O-])([O-])([O-])=O.[K+].[K+].[K+]. (6) Given the product [C:1]1([C:12]2[CH:17]=[CH:16][CH:15]=[CH:14][CH:13]=2)[CH:6]=[CH:5][CH:4]=[C:3]([CH2:7][C:8]2[CH:24]=[C:23]([C:25]3[C:26]([NH2:32])=[N:27][C:28]([NH2:31])=[CH:29][CH:30]=3)[O:10][N:9]=2)[CH:2]=1, predict the reactants needed to synthesize it. The reactants are: [C:1]1([C:12]2[CH:17]=[CH:16][CH:15]=[CH:14][CH:13]=2)[CH:6]=[CH:5][CH:4]=[C:3]([CH2:7][C:8](Cl)=[N:9][OH:10])[CH:2]=1.O1CCCC1.[C:23]([C:25]1[C:26]([NH2:32])=[N:27][C:28]([NH2:31])=[CH:29][CH:30]=1)#[CH:24].C(N(CC)CC)C.